This data is from In vitro SARS-CoV-2 activity screen of 1,480 approved drugs from Prestwick library. The task is: Binary Classification. Given a drug SMILES string, predict its activity (active/inactive) in a high-throughput screening assay against a specified biological target. (1) The compound is CCC(=O)O[C@H]1[C@H](C)O[C@@H](O[C@@H]2[C@@H](C)O[C@@H](O[C@@H]3[C@@H](OC)[C@H](OC(=O)CC)CC(=O)O[C@H](C)C/C=C/C=C/[C@H](O)[C@H](C)C[C@@H]3CC=O)[C@H](O)[C@H]2N(C)C)C[C@@]1(C)O. The result is 0 (inactive). (2) The molecule is CCSc1ccc2c(c1)N(CCCN1CCN(C)CC1)c1ccccc1S2.O=C(O)/C=C\C(=O)O.O=C(O)/C=C\C(=O)O. The result is 0 (inactive).